From a dataset of Reaction yield outcomes from USPTO patents with 853,638 reactions. Predict the reaction yield, written as a fraction of the theoretical maximum amount of product (1.0 means a 100% yield; for example, 0.34 means a 34% yield). (1) The reactants are I[C:2]1[CH:14]=[CH:13][C:5]([O:6][CH:7]2[CH2:12][CH2:11][CH2:10][CH2:9][O:8]2)=[CH:4][CH:3]=1.[F:15][C:16]([F:33])([F:32])[C:17]1[CH:22]=[CH:21][C:20]([CH2:23][CH2:24][CH2:25][CH:26]2[CH2:31][CH2:30][NH:29][CH2:28][CH2:27]2)=[CH:19][CH:18]=1.CC(C)([O-])C.[Na+].O. The catalyst is C1(C)C=CC=CC=1.C([O-])(=O)C.[Pd+2].C([O-])(=O)C.F[B-](F)(F)F.C(P(C(C)(C)C)C(C)(C)C)(C)(C)C. The product is [O:8]1[CH2:9][CH2:10][CH2:11][CH2:12][CH:7]1[O:6][C:5]1[CH:13]=[CH:14][C:2]([N:29]2[CH2:30][CH2:31][CH:26]([CH2:25][CH2:24][CH2:23][C:20]3[CH:19]=[CH:18][C:17]([C:16]([F:15])([F:32])[F:33])=[CH:22][CH:21]=3)[CH2:27][CH2:28]2)=[CH:3][CH:4]=1. The yield is 0.860. (2) The reactants are C(C1ON=C([NH:10][C:11]([NH:13][C:14]2[CH:19]=[CH:18][CH:17]=[C:16]([S:20][C:21]3[C:30]4[C:25](=[CH:26][C:27]([O:33][CH2:34][CH2:35]Cl)=[C:28]([O:31][CH3:32])[CH:29]=4)[N:24]=[CH:23][N:22]=3)[CH:15]=2)=[O:12])C=1)(C)(C)C.[N:37]1([CH2:43][CH2:44][OH:45])[CH2:42][CH2:41][NH:40][CH2:39][CH2:38]1.C(N(C(C)C)CC)(C)C. The catalyst is [I-].C([N+](CCCC)(CCCC)CCCC)CCC. The product is [OH:45][CH2:44][CH2:43][N:37]1[CH2:42][CH2:41][N:40]([CH2:35][CH2:34][O:33][C:27]2[CH:26]=[C:25]3[C:30]([C:21]([S:20][C:16]4[CH:15]=[C:14]([NH:13][C:11](=[O:12])[NH2:10])[CH:19]=[CH:18][CH:17]=4)=[N:22][CH:23]=[N:24]3)=[CH:29][C:28]=2[O:31][CH3:32])[CH2:39][CH2:38]1. The yield is 0.130. (3) The reactants are [CH:1]1([CH:7]([C:9]2[C:10]([CH2:25][O:26][CH3:27])=[N:11][N:12]([C:14]3[CH:19]=[CH:18][C:17]([O:20][C:21]([F:24])([F:23])[F:22])=[CH:16][CH:15]=3)[CH:13]=2)O)[CH2:6][CH2:5][CH2:4][CH2:3][CH2:2]1.[NH2:28][C:29]1[CH:34]=[CH:33][C:32]([C:35]([NH:37][CH2:38][CH2:39][C:40]([O:42]CC)=[O:41])=[O:36])=[CH:31][CH:30]=1. No catalyst specified. The product is [CH:1]1([CH:7]([NH:28][C:29]2[CH:30]=[CH:31][C:32]([C:35]([NH:37][CH2:38][CH2:39][C:40]([OH:42])=[O:41])=[O:36])=[CH:33][CH:34]=2)[C:9]2[C:10]([CH2:25][O:26][CH3:27])=[N:11][N:12]([C:14]3[CH:19]=[CH:18][C:17]([O:20][C:21]([F:24])([F:23])[F:22])=[CH:16][CH:15]=3)[CH:13]=2)[CH2:6][CH2:5][CH2:4][CH2:3][CH2:2]1. The yield is 0.390. (4) The yield is 0.430. The product is [CH:15]1([C:9]2[CH:10]=[C:11]([O:14][CH2:21][CH2:22][N:23]3[CH2:27][CH2:26][CH2:25][CH2:24]3)[CH:12]=[CH:13][C:8]=2[C:6]2[N:7]=[C:2]([NH2:1])[CH:3]=[CH:4][CH:5]=2)[CH2:19][CH2:18][CH2:17][CH2:16]1. The reactants are [NH2:1][C:2]1[N:7]=[C:6]([C:8]2[CH:13]=[CH:12][C:11]([OH:14])=[CH:10][C:9]=2[CH:15]2[CH2:19][CH2:18][CH2:17][CH2:16]2)[CH:5]=[CH:4][CH:3]=1.Cl[CH2:21][CH2:22][N:23]1[CH2:27][CH2:26][CH2:25][CH2:24]1. No catalyst specified. (5) The reactants are Br[C:2]1[CH:3]=[C:4]([C@H:8]([NH:10][C:11](=[O:17])[O:12][C:13]([CH3:16])([CH3:15])[CH3:14])[CH3:9])[CH:5]=[CH:6][CH:7]=1.CC1(C)C2C(=C(P(C3C=CC=CC=3)C3C=CC=CC=3)C=CC=2)OC2C(P(C3C=CC=CC=3)C3C=CC=CC=3)=CC=CC1=2.[N:60]1([C:66]([O:68][CH2:69][C:70]2[CH:75]=[CH:74][CH:73]=[CH:72][CH:71]=2)=[O:67])[CH2:65][CH2:64][NH:63][CH2:62][CH2:61]1.CC(C)([O-])C.[Na+]. The catalyst is C1(C)C=CC=CC=1.CCCCCC.C1C=CC(/C=C/C(/C=C/C2C=CC=CC=2)=O)=CC=1.C1C=CC(/C=C/C(/C=C/C2C=CC=CC=2)=O)=CC=1.C1C=CC(/C=C/C(/C=C/C2C=CC=CC=2)=O)=CC=1.[Pd].[Pd].CCOC(C)=O. The product is [C:13]([O:12][C:11]([NH:10][C@@H:8]([C:4]1[CH:3]=[C:2]([N:63]2[CH2:62][CH2:61][N:60]([C:66]([O:68][CH2:69][C:70]3[CH:75]=[CH:74][CH:73]=[CH:72][CH:71]=3)=[O:67])[CH2:65][CH2:64]2)[CH:7]=[CH:6][CH:5]=1)[CH3:9])=[O:17])([CH3:16])([CH3:15])[CH3:14]. The yield is 0.960. (6) The reactants are [C:1]([O:5][C:6]([N:8]1[CH2:12][CH2:11][S:10][C@H:9]1[C:13]([OH:15])=[O:14])=[O:7])([CH3:4])([CH3:3])[CH3:2].[Cl:16][C:17]1[CH:18]=[N+:19]([O-:39])[CH:20]=[C:21]([Cl:38])[C:22]=1[CH2:23][C@@H:24]([C:26]1[CH:31]=[CH:30][C:29]([O:32][CH:33]([F:35])[F:34])=[C:28]([O:36][CH3:37])[CH:27]=1)O.C(Cl)CCl. The catalyst is CN(C1C=CN=CC=1)C.C(Cl)Cl. The product is [C:1]([O:5][C:6]([N:8]1[CH2:12][CH2:11][S:10][C@H:9]1[C:13]([O:15][C@H:24]([C:26]1[CH:31]=[CH:30][C:29]([O:32][CH:33]([F:35])[F:34])=[C:28]([O:36][CH3:37])[CH:27]=1)[CH2:23][C:22]1[C:21]([Cl:38])=[CH:20][N+:19]([O-:39])=[CH:18][C:17]=1[Cl:16])=[O:14])=[O:7])([CH3:4])([CH3:2])[CH3:3]. The yield is 1.00. (7) The reactants are [CH3:1][C:2]1[C:16](=[O:17])[N:15]=[C:14]2[N:4]([C@@H:5]3[O:9][C@H:8]([CH2:10][OH:11])[C@@H:7]([OH:12])[C@@H:6]3[O:13]2)[CH:3]=1.[CH3:18][O:19][CH2:20][CH2:21][O:22]B([O:22][CH2:21][CH2:20][O:19][CH3:18])[O:22][CH2:21][CH2:20][O:19][CH3:18]. The catalyst is COCCO. The product is [CH3:18][O:19][CH2:20][CH2:21][O:22][C@@H:6]1[C@H:7]([OH:12])[C@@H:8]([CH2:10][OH:11])[O:9][C@H:5]1[N:4]1[CH:3]=[C:2]([CH3:1])[C:16](=[O:17])[NH:15][C:14]1=[O:13]. The yield is 0.630. (8) The reactants are [C:1]([C:3]1[CH:8]=[CH:7][C:6]([N:9]2[C:13]([C:14]3[N:19]=[C:18]([C:20]([NH:22][CH2:23][CH2:24][CH2:25][N:26]([CH3:28])[CH3:27])=[O:21])[C:17](=[O:29])[N:16]([C:30]4[CH:35]=[CH:34][CH:33]=[C:32]([C:36]([F:39])([F:38])[F:37])[CH:31]=4)[C:15]=3[CH3:40])=[CH:12][CH:11]=[N:10]2)=[CH:5][CH:4]=1)#[N:2].[I:41][CH3:42]. No catalyst specified. The product is [I-:41].[C:1]([C:3]1[CH:8]=[CH:7][C:6]([N:9]2[C:13]([C:14]3[N:19]=[C:18]([C:20]([NH:22][CH2:23][CH2:24][CH2:25][N+:26]([CH3:42])([CH3:27])[CH3:28])=[O:21])[C:17](=[O:29])[N:16]([C:30]4[CH:35]=[CH:34][CH:33]=[C:32]([C:36]([F:39])([F:37])[F:38])[CH:31]=4)[C:15]=3[CH3:40])=[CH:12][CH:11]=[N:10]2)=[CH:5][CH:4]=1)#[N:2]. The yield is 0.240.